Dataset: Retrosynthesis with 50K atom-mapped reactions and 10 reaction types from USPTO. Task: Predict the reactants needed to synthesize the given product. (1) Given the product COc1ccc(C2=NN(C3CCN(S(=O)(=O)c4ccc5ccccc5c4)CC3)C(=O)C2(C)C)c2c1OC(C)(C)C2, predict the reactants needed to synthesize it. The reactants are: COc1ccc(C2=NN(C3CCNCC3)C(=O)C2(C)C)c2c1OC(C)(C)C2.O=S(=O)(Cl)c1ccc2ccccc2c1. (2) Given the product Cc1sc2nc(-c3cnccn3)nc(NCc3ccc(Cl)c(Cl)c3)c2c1Cl, predict the reactants needed to synthesize it. The reactants are: Cc1sc2nc(-c3cnccn3)nc(Cl)c2c1Cl.NCc1ccc(Cl)c(Cl)c1.